Predict which catalyst facilitates the given reaction. From a dataset of Catalyst prediction with 721,799 reactions and 888 catalyst types from USPTO. (1) Reactant: [C:1]([O:5][C:6](=[O:35])[NH:7][CH2:8][CH2:9][CH2:10][CH2:11][C@H:12]([NH:24][C:25]([O:27][CH2:28][C:29]1[CH:34]=[CH:33][CH:32]=[CH:31][CH:30]=1)=[O:26])[CH:13]([C:15]1[S:16][C:17]2[CH:23]=[CH:22][CH:21]=[CH:20][C:18]=2[N:19]=1)[OH:14])([CH3:4])([CH3:3])[CH3:2].CC(OI1(OC(C)=O)(OC(C)=O)OC(=O)C2C=CC=CC1=2)=O. Product: [CH2:28]([O:27][C:25](=[O:26])[NH:24][C@H:12]([C:13]([C:15]1[S:16][C:17]2[CH:23]=[CH:22][CH:21]=[CH:20][C:18]=2[N:19]=1)=[O:14])[CH2:11][CH2:10][CH2:9][CH2:8][NH:7][C:6]([O:5][C:1]([CH3:4])([CH3:3])[CH3:2])=[O:35])[C:29]1[CH:34]=[CH:33][CH:32]=[CH:31][CH:30]=1. The catalyst class is: 2. (2) Product: [Cl:40][C:35]1[CH:34]=[C:33]([C:9]2[CH:21]=[CH:20][C:12]([C:13]([O:15][C:16]([CH3:17])([CH3:18])[CH3:19])=[O:14])=[CH:11][C:10]=2[CH3:22])[CH:38]=[N:37][C:36]=1[Cl:39]. The catalyst class is: 38. Reactant: COC1N=CC([C:9]2[CH:21]=[CH:20][C:12]([C:13]([O:15][C:16]([CH3:19])([CH3:18])[CH3:17])=[O:14])=[CH:11][C:10]=2[CH3:22])=CC=1B1OC(C)(C)C(C)(C)O1.Br[C:33]1[CH:34]=[C:35]([Cl:40])[C:36]([Cl:39])=[N:37][CH:38]=1.P([O-])([O-])([O-])=O.[K+].[K+].[K+]. (3) Reactant: [C:1](Cl)(=[O:8])[C:2]1[CH:7]=[CH:6][CH:5]=[CH:4][CH:3]=1.[Cl-].[Al+3].[Cl-].[Cl-].[N+:14]([C:17]1[CH:18]=[C:19]2[C:23](=[CH:24][CH:25]=1)[NH:22][CH:21]=[CH:20]2)([O-:16])=[O:15].C(OCC)(=O)C. Product: [N+:14]([C:17]1[CH:18]=[C:19]2[C:23](=[CH:24][CH:25]=1)[NH:22][CH:21]=[C:20]2[C:1]([C:2]1[CH:7]=[CH:6][CH:5]=[CH:4][CH:3]=1)=[O:8])([O-:16])=[O:15]. The catalyst class is: 46. (4) Reactant: [CH2:1]([N:3]1[CH2:7][CH2:6][CH:5]([O:8][C:9]2[CH:14]=[CH:13][C:12]([N+:15]([O-])=O)=[C:11]([CH3:18])[CH:10]=2)[CH2:4]1)[CH3:2]. Product: [CH2:1]([N:3]1[CH2:7][CH2:6][CH:5]([O:8][C:9]2[CH:14]=[CH:13][C:12]([NH2:15])=[C:11]([CH3:18])[CH:10]=2)[CH2:4]1)[CH3:2]. The catalyst class is: 19.